This data is from Forward reaction prediction with 1.9M reactions from USPTO patents (1976-2016). The task is: Predict the product of the given reaction. Given the reactants [Br:1][C:2]1[S:6][C:5]([C:7]([C:9]2[CH:17]=[C:16]3[C:12]([CH:13]=[C:14]([C:18]4[CH:33]=[CH:32][C:21]([C:22]([O:24][CH2:25][C:26]5[CH:31]=[CH:30][CH:29]=[CH:28][CH:27]=5)=[O:23])=[CH:20][CH:19]=4)[NH:15]3)=[CH:11][CH:10]=2)=[O:8])=[CH:4][C:3]=1[CH2:34][C:35]([O:37][CH2:38][CH3:39])=[O:36].Br[CH2:41][CH2:42][CH2:43][CH2:44][N:45]1[C:49](=[O:50])[C:48]2=[CH:51][CH:52]=[CH:53][CH:54]=[C:47]2[C:46]1=[O:55].[F-].[Cs+], predict the reaction product. The product is: [Br:1][C:2]1[S:6][C:5]([C:7]([C:9]2[CH:17]=[C:16]3[C:12]([CH:13]=[C:14]([C:18]4[CH:33]=[CH:32][C:21]([C:22]([O:24][CH2:25][C:26]5[CH:31]=[CH:30][CH:29]=[CH:28][CH:27]=5)=[O:23])=[CH:20][CH:19]=4)[N:15]3[CH2:41][CH2:42][CH2:43][CH2:44][N:45]3[C:49](=[O:50])[C:48]4[C:47](=[CH:54][CH:53]=[CH:52][CH:51]=4)[C:46]3=[O:55])=[CH:11][CH:10]=2)=[O:8])=[CH:4][C:3]=1[CH2:34][C:35]([O:37][CH2:38][CH3:39])=[O:36].